From a dataset of Full USPTO retrosynthesis dataset with 1.9M reactions from patents (1976-2016). Predict the reactants needed to synthesize the given product. (1) Given the product [CH2:1]([N:4]([S:27]([CH2:30][C:31]1[CH:32]=[CH:33][CH:34]=[CH:35][CH:36]=1)(=[O:29])=[O:28])[C:5]([CH:7]1[CH2:12][CH2:11][N:10]([C:13]2[C:14]([C:25]#[N:26])=[CH:15][C:16]([C:20]([O:22][CH2:23][CH3:24])=[O:21])=[C:17]([O:19][CH2:38][CH:39]([F:41])[F:40])[N:18]=2)[CH2:9][CH2:8]1)=[O:6])[CH:2]=[CH2:3], predict the reactants needed to synthesize it. The reactants are: [CH2:1]([N:4]([S:27]([CH2:30][C:31]1[CH:36]=[CH:35][CH:34]=[CH:33][CH:32]=1)(=[O:29])=[O:28])[C:5]([CH:7]1[CH2:12][CH2:11][N:10]([C:13]2[NH:18][C:17](=[O:19])[C:16]([C:20]([O:22][CH2:23][CH3:24])=[O:21])=[CH:15][C:14]=2[C:25]#[N:26])[CH2:9][CH2:8]1)=[O:6])[CH:2]=[CH2:3].I[CH2:38][CH:39]([F:41])[F:40].O. (2) The reactants are: [NH2:1][C:2]1[CH:7]=[CH:6][C:5]([CH2:8][CH2:9][C:10]2[N:11]=[C:12]([NH:15][C:16](=[O:25])[O:17][CH2:18][C:19]3[CH:24]=[CH:23][CH:22]=[CH:21][CH:20]=3)[S:13][CH:14]=2)=[CH:4][CH:3]=1.[N:26]#[C:27][NH2:28].Cl. Given the product [NH2:28][C:27]([NH:1][C:2]1[CH:7]=[CH:6][C:5]([CH2:8][CH2:9][C:10]2[N:11]=[C:12]([NH:15][C:16]([O:17][CH2:18][C:19]3[CH:20]=[CH:21][CH:22]=[CH:23][CH:24]=3)=[O:25])[S:13][CH:14]=2)=[CH:4][CH:3]=1)=[NH:26], predict the reactants needed to synthesize it. (3) Given the product [CH3:30][C:2]1([CH3:1])[C@@H:5]([C:6]2[N:10]=[CH:9][NH:8][N:7]=2)[CH2:4][C@H:3]1[NH:17][C:18]1[C:23]([C:24]#[N:25])=[CH:22][N:21]=[C:20]([NH:32][CH2:33][CH2:34][CH:35]2[C:43]3[C:38](=[CH:39][CH:40]=[CH:41][CH:42]=3)[NH:37][C:36]2=[O:44])[N:19]=1, predict the reactants needed to synthesize it. The reactants are: [CH3:1][C:2]1([CH3:30])[C@@H:5]([C:6]2[N:10]=[CH:9][N:8](C3CCCCO3)[N:7]=2)[CH2:4][C@H:3]1[NH:17][C:18]1[C:23]([C:24]#[N:25])=[CH:22][N:21]=[C:20](S(C)(=O)=O)[N:19]=1.Cl.[NH2:32][CH2:33][CH2:34][CH:35]1[C:43]2[C:38](=[CH:39][CH:40]=[CH:41][CH:42]=2)[NH:37][C:36]1=[O:44].CCN(C(C)C)C(C)C.N. (4) Given the product [CH:16]1([C:13]2[CH:14]=[CH:15][C:10]([NH2:9])=[C:11]([F:19])[CH:12]=2)[CH2:18][CH2:17]1, predict the reactants needed to synthesize it. The reactants are: NC(C1C=CC(OCCO[Si](C)(C)C)=CC=1)C(NC(C(C1C=CC=CC=1)C)C([NH:9][C:10]1[CH:15]=[CH:14][C:13]([CH:16]2[CH2:18][CH2:17]2)=[CH:12][C:11]=1[F:19])=O)=O.N1C=CC=CC=1.ClC(Cl)(OC(=O)OC(Cl)(Cl)Cl)Cl.Cl. (5) The reactants are: [NH2:1][C:2]1[C:3]([C:25]#[N:26])=[C:4]([CH:22]=[CH:23][CH:24]=1)[O:5][CH2:6][C:7]([CH3:21])([CH3:20])[C:8]([NH:10][CH2:11][C:12]1[CH:17]=[CH:16][CH:15]=[C:14]([O:18][CH3:19])[CH:13]=1)=[O:9].O=[C:28]([CH3:35])[CH2:29][C:30]([O:32][CH2:33][CH3:34])=[O:31]. Given the product [CH2:33]([O:32][C:30]([C:29]1[C:28]([CH3:35])=[N:1][C:2]2[C:3]([C:25]=1[NH2:26])=[C:4]([O:5][CH2:6][C:7]([CH3:21])([CH3:20])[C:8]([NH:10][CH2:11][C:12]1[CH:17]=[CH:16][CH:15]=[C:14]([O:18][CH3:19])[CH:13]=1)=[O:9])[CH:22]=[CH:23][CH:24]=2)=[O:31])[CH3:34], predict the reactants needed to synthesize it. (6) Given the product [NH3:9].[CH3:11][OH:12].[NH2:22][C@H:19]1[CH2:20][CH2:21][N:16]([CH2:15][C@H:14]2[N:9]3[C:10]4[C:5]([CH:6]=[CH:7][C:8]3=[O:31])=[CH:4][CH:3]=[C:2]([F:1])[C:11]=4[O:12][CH2:13]2)[CH2:17][C@H:18]1[OH:30], predict the reactants needed to synthesize it. The reactants are: [F:1][C:2]1[C:11]2[O:12][CH2:13][C@@H:14]([CH2:15][N:16]3[CH2:21][CH2:20][C@H:19]([NH:22]C(=O)OC(C)(C)C)[C@H:18]([OH:30])[CH2:17]3)[N:9]3[C:10]=2[C:5]([CH:6]=[CH:7][C:8]3=[O:31])=[CH:4][CH:3]=1.C(O)(C(F)(F)F)=O. (7) Given the product [Cl:8][C:9]1[CH:14]=[C:13]([N:16]2[CH2:21][CH2:20][O:19][CH2:18][CH2:17]2)[CH:12]=[CH:11][N:10]=1, predict the reactants needed to synthesize it. The reactants are: C(N(CC)CC)C.[Cl:8][C:9]1[CH:14]=[C:13](Cl)[CH:12]=[CH:11][N:10]=1.[NH:16]1[CH2:21][CH2:20][O:19][CH2:18][CH2:17]1.